From a dataset of Forward reaction prediction with 1.9M reactions from USPTO patents (1976-2016). Predict the product of the given reaction. Given the reactants [H-].[Al+3].[Li+].[H-].[H-].[H-].C(NC1C=CC=CN=1)C.[F:16][C:17]1[CH:26]=[C:25]([F:27])[CH:24]=[C:23]2[C:18]=1[CH2:19][CH2:20][C:21](=[O:28])[CH2:22]2, predict the reaction product. The product is: [OH:28][C@@H:21]1[CH2:20][CH2:19][C:18]2[C:23](=[CH:24][C:25]([F:27])=[CH:26][C:17]=2[F:16])[CH2:22]1.